The task is: Predict the reaction yield, written as a fraction of the theoretical maximum amount of product (1.0 means a 100% yield; for example, 0.34 means a 34% yield).. This data is from Reaction yield outcomes from USPTO patents with 853,638 reactions. (1) The reactants are [C:1]1(B(O)O)[C:10]2[C:5](=[CH:6][CH:7]=[CH:8][CH:9]=2)[CH:4]=[CH:3][CH:2]=1.C([O-])([O-])=O.[Na+].[Na+].Br[C:21]1[CH:26]=[CH:25][CH:24]=[C:23]([CH:27]=[O:28])[N:22]=1. The catalyst is C1(C)C=CC=CC=1.C1C=CC([P]([Pd]([P](C2C=CC=CC=2)(C2C=CC=CC=2)C2C=CC=CC=2)([P](C2C=CC=CC=2)(C2C=CC=CC=2)C2C=CC=CC=2)[P](C2C=CC=CC=2)(C2C=CC=CC=2)C2C=CC=CC=2)(C2C=CC=CC=2)C2C=CC=CC=2)=CC=1. The product is [CH:27]([C:23]1[CH:24]=[CH:25][CH:26]=[C:21]([C:1]2[C:10]3[C:5](=[CH:6][CH:7]=[CH:8][CH:9]=3)[CH:4]=[CH:3][CH:2]=2)[N:22]=1)=[O:28]. The yield is 0.870. (2) The reactants are FC(F)(F)S(O[C:7]1[CH:8]=[CH:9][C:10]2[N:11]([N:13]=[CH:14][C:15]=2[C:16]2[CH:21]=[CH:20][N:19]=[C:18]([NH:22][CH:23]3[CH2:25][CH2:24]3)[N:17]=2)[N:12]=1)(=O)=O.[C:28]1([SH:34])[CH:33]=[CH:32][CH:31]=[CH:30][CH:29]=1.CC([O-])(C)C.[Na+].O. The catalyst is CS(C)=O.C1C=CC([P]([Pd]([P](C2C=CC=CC=2)(C2C=CC=CC=2)C2C=CC=CC=2)([P](C2C=CC=CC=2)(C2C=CC=CC=2)C2C=CC=CC=2)[P](C2C=CC=CC=2)(C2C=CC=CC=2)C2C=CC=CC=2)(C2C=CC=CC=2)C2C=CC=CC=2)=CC=1. The product is [CH:23]1([NH:22][C:18]2[N:17]=[C:16]([C:15]3[CH:14]=[N:13][N:11]4[C:10]=3[CH:9]=[CH:8][C:7]([S:34][C:28]3[CH:33]=[CH:32][CH:31]=[CH:30][CH:29]=3)=[N:12]4)[CH:21]=[CH:20][N:19]=2)[CH2:24][CH2:25]1. The yield is 0.360. (3) The catalyst is CO.CCOCC.C(O)(=O)C. The reactants are [Cl:1][C:2]1[CH:7]=[C:6]([O:8][CH3:9])[CH:5]=[C:4]([Cl:10])[C:3]=1[C:11]1[C:12]([CH3:25])=[N:13][N:14]2[C:19](NCCN)=[CH:18][C:17]([CH3:24])=[N:16][C:15]=12.O1CCC(=O)CC1.C([BH3-])#N.[Na+].[ClH:37]. The product is [Cl:37][C:19]1[N:14]2[N:13]=[C:12]([CH3:25])[C:11]([C:3]3[C:2]([Cl:1])=[CH:7][C:6]([O:8][CH3:9])=[CH:5][C:4]=3[Cl:10])=[C:15]2[N:16]=[C:17]([CH3:24])[CH:18]=1. The yield is 0.940. (4) The catalyst is C1COCC1.O. The product is [Br:1][C:2]1[S:6][C:5]([CH2:7][S:8]([NH2:25])(=[O:10])=[O:9])=[N:4][CH:3]=1. The yield is 0.480. The reactants are [Br:1][C:2]1[S:6][C:5]([CH2:7][S:8](CCC(OC)=O)(=[O:10])=[O:9])=[N:4][CH:3]=1.C[O-].[Na+].CC([O-])=O.[Na+].[NH2:25]OS(O)(=O)=O. (5) The reactants are [C@@H:1]12[CH:13]=[CH:12][C@H:7]([C@@H:8]3[C@H:11]1[CH:10]=[CH:9]3)[C@H:6]1[C@@H:2]2[C:3](=[O:15])[O:4][C:5]1=[O:14]. The catalyst is CC(C)=O.[Hg]. The product is [CH:11]12[CH:10]3[CH:13]4[CH:12]5[CH:9]3[CH:8]1[CH:7]5[CH:6]1[CH:2]([CH:1]24)[C:3](=[O:15])[O:4][C:5]1=[O:14]. The yield is 0.470.